Dataset: Peptide-MHC class I binding affinity with 185,985 pairs from IEDB/IMGT. Task: Regression. Given a peptide amino acid sequence and an MHC pseudo amino acid sequence, predict their binding affinity value. This is MHC class I binding data. (1) The peptide sequence is VIYLFLIL. The MHC is H-2-Kb with pseudo-sequence H-2-Kb. The binding affinity (normalized) is 1.00. (2) The peptide sequence is RYEFTAPFI. The MHC is HLA-B51:01 with pseudo-sequence HLA-B51:01. The binding affinity (normalized) is 0.0847.